From a dataset of Peptide-MHC class I binding affinity with 185,985 pairs from IEDB/IMGT. Regression. Given a peptide amino acid sequence and an MHC pseudo amino acid sequence, predict their binding affinity value. This is MHC class I binding data. (1) The peptide sequence is EEIEYTIL. The MHC is H-2-Kb with pseudo-sequence H-2-Kb. The binding affinity (normalized) is 0.176. (2) The peptide sequence is TESDAIRTL. The MHC is HLA-B08:03 with pseudo-sequence HLA-B08:03. The binding affinity (normalized) is 0.0847. (3) The peptide sequence is ALFEDYPGC. The MHC is HLA-A02:06 with pseudo-sequence HLA-A02:06. The binding affinity (normalized) is 1.00. (4) The peptide sequence is QLCDEITIL. The MHC is HLA-A11:01 with pseudo-sequence HLA-A11:01. The binding affinity (normalized) is 0.0847. (5) The peptide sequence is EEDEGEELF. The MHC is HLA-B15:09 with pseudo-sequence HLA-B15:09. The binding affinity (normalized) is 0.0847. (6) The peptide sequence is MTRVTNNVY. The MHC is HLA-B40:01 with pseudo-sequence HLA-B40:01. The binding affinity (normalized) is 0.0847. (7) The peptide sequence is MAAAAFPAL. The MHC is HLA-A03:19 with pseudo-sequence HLA-A03:19. The binding affinity (normalized) is 0.406.